This data is from Reaction yield outcomes from USPTO patents with 853,638 reactions. The task is: Predict the reaction yield, written as a fraction of the theoretical maximum amount of product (1.0 means a 100% yield; for example, 0.34 means a 34% yield). (1) The reactants are [CH3:1][O:2][C:3]([N:5]1[C:13]2[C:8](=[C:9]([NH:14][C:15]([O:17]N3C(=O)CCC3=O)=O)[CH:10]=[CH:11][CH:12]=2)[CH:7]=[N:6]1)=[O:4].[CH3:25][O:26][CH2:27][C:28]([C:31]1[CH:32]=[C:33]2[C:37](=[CH:38][CH:39]=1)[CH:36]([NH2:40])[CH2:35][CH2:34]2)([CH3:30])[CH3:29].C(N(C(C)C)CC)(C)C. The catalyst is CN(C=O)C.O. The product is [CH3:1][O:2][C:3]([N:5]1[C:13]2[C:8](=[C:9]([NH:14][C:15]([NH:40][CH:36]3[C:37]4[C:33](=[CH:32][C:31]([C:28]([CH3:30])([CH3:29])[CH2:27][O:26][CH3:25])=[CH:39][CH:38]=4)[CH2:34][CH2:35]3)=[O:17])[CH:10]=[CH:11][CH:12]=2)[CH:7]=[N:6]1)=[O:4]. The yield is 0.550. (2) The reactants are [CH3:1][O:2][C:3]1[N:8]=[CH:7][C:6]([NH:9][C:10]2[C:17]([C:18]3[N:26]=[C:25]([CH3:27])[N:24]=[C:23]4[C:19]=3[N:20]=[CH:21][N:22]4C3CCCCO3)=[CH:16][C:13]([CH:14]=O)=[CH:12][N:11]=2)=[CH:5][CH:4]=1.[NH2:34][CH2:35][C:36]1[CH:41]=[CH:40][N:39]=[CH:38][CH:37]=1.[BH4-].[Na+].Cl.C(O)(C(F)(F)F)=O. The catalyst is ClCCl.CCO.C(O[Ti](OC(C)C)(OC(C)C)OC(C)C)(C)C.CO. The product is [CH3:1][O:2][C:3]1[N:8]=[CH:7][C:6]([NH:9][C:10]2[C:17]([C:18]3[N:26]=[C:25]([CH3:27])[N:24]=[C:23]4[C:19]=3[N:20]=[CH:21][NH:22]4)=[CH:16][C:13]([CH2:14][NH:34][CH2:35][C:36]3[CH:41]=[CH:40][N:39]=[CH:38][CH:37]=3)=[CH:12][N:11]=2)=[CH:5][CH:4]=1. The yield is 0.970. (3) The reactants are [NH2:1][C:2]1[C:3]([C:33](OCC)=[O:34])=[N:4][C:5]([NH:17][C:18]2[CH:23]=[CH:22][CH:21]=[C:20]([CH2:24][O:25][Si](C(C)(C)C)(C)C)[CH:19]=2)=[N:6][C:7]=1[NH:8][C:9]1[CH:14]=[CH:13][CH:12]=[CH:11][C:10]=1[O:15][CH3:16].NC1C(C(OCC)=O)=NC(NC2C=CC=C(CO)C=2)=NC=1NC1C=CC=C[C:47]=1[O:52]C.[Si](Cl)(C(C)(C)C)(C)C.[NH:76]1C=CN=C1. The catalyst is C(Cl)Cl. The product is [OH:25][CH2:24][C:20]1[CH:19]=[C:18]([NH:17][C:5]2[N:6]=[C:7]3[C:2]([NH:1][C:47](=[O:52])[N:8]3[C:9]3[CH:14]=[CH:13][CH:12]=[CH:11][C:10]=3[O:15][CH3:16])=[C:3]([C:33]([NH2:76])=[O:34])[N:4]=2)[CH:23]=[CH:22][CH:21]=1. The yield is 0.680. (4) The reactants are [Cl:1][C:2]1[CH:3]=[C:4]([C:8]2[CH:17]=[C:16]([CH:18]=O)[C:15]([O:20][CH3:21])=[C:14]3[C:9]=2[CH:10]=[N:11][C:12]([NH:22][CH3:23])=[N:13]3)[CH:5]=[CH:6][CH:7]=1.Cl.[NH2:25][CH2:26][C:27]([OH:29])=[O:28].C(O[BH-](OC(=O)C)OC(=O)C)(=O)C.[Na+].Cl. The catalyst is ClCCCl.C(OCC)(=O)C.O. The product is [ClH:1].[C:27]([CH2:26][NH:25][CH2:18][C:16]1[C:15]([O:20][CH3:21])=[C:14]2[C:9]([CH:10]=[N:11][C:12]([NH:22][CH3:23])=[N:13]2)=[C:8]([C:4]2[CH:5]=[CH:6][CH:7]=[C:2]([Cl:1])[CH:3]=2)[CH:17]=1)([OH:29])=[O:28]. The yield is 0.150.